Dataset: Reaction yield outcomes from USPTO patents with 853,638 reactions. Task: Predict the reaction yield, written as a fraction of the theoretical maximum amount of product (1.0 means a 100% yield; for example, 0.34 means a 34% yield). (1) The reactants are Br[CH:2]1[CH2:7][O:6][CH2:5][C:4]([CH3:9])([CH3:8])[C:3]1=O.Cl.[C:12]([C:15]1[C:16]([CH3:26])=[CH:17][C:18]([CH3:25])=[C:19]([CH:24]=1)[C:20]([O:22][CH3:23])=[O:21])(=[NH:14])[NH2:13].C(=O)([O-])[O-].[K+].[K+]. The catalyst is C(#N)C. The product is [CH3:8][C:4]1([CH3:9])[C:3]2[N:14]=[C:12]([C:15]3[C:16]([CH3:26])=[CH:17][C:18]([CH3:25])=[C:19]([CH:24]=3)[C:20]([O:22][CH3:23])=[O:21])[NH:13][C:2]=2[CH2:7][O:6][CH2:5]1. The yield is 0.150. (2) The reactants are [C:1]([O:5][C:6](=[O:14])[NH:7][C:8]1[CH:12]=[CH:11][S:10][C:9]=1I)([CH3:4])([CH3:3])[CH3:2].[Br:15][C:16]1[CH:21]=[CH:20][C:19](B(O)O)=[CH:18][CH:17]=1.C([O-])([O-])=O.[Na+].[Na+]. The catalyst is C1C=CC([P]([Pd]([P](C2C=CC=CC=2)(C2C=CC=CC=2)C2C=CC=CC=2)([P](C2C=CC=CC=2)(C2C=CC=CC=2)C2C=CC=CC=2)[P](C2C=CC=CC=2)(C2C=CC=CC=2)C2C=CC=CC=2)(C2C=CC=CC=2)C2C=CC=CC=2)=CC=1. The product is [C:1]([O:5][C:6](=[O:14])[NH:7][C:8]1[CH:12]=[CH:11][S:10][C:9]=1[C:19]1[CH:20]=[CH:21][C:16]([Br:15])=[CH:17][CH:18]=1)([CH3:4])([CH3:3])[CH3:2]. The yield is 0.600. (3) The reactants are [CH2:1]([O:8][C:9]([N:11]1[CH2:16][CH2:15][CH2:14][CH:13]([C:17]2[CH:22]=[CH:21][C:20]([CH3:23])=[C:19]([OH:24])[CH:18]=2)[CH2:12]1)=[O:10])[C:2]1[CH:7]=[CH:6][CH:5]=[CH:4][CH:3]=1.C(=O)([O-])[O-].[Cs+].[Cs+].[CH2:31]([O:33][C:34](=[O:39])[C:35](Br)([CH3:37])[CH3:36])[CH3:32]. The catalyst is CN(C)C=O.O. The product is [CH2:1]([O:8][C:9]([N:11]1[CH2:16][CH2:15][CH2:14][CH:13]([C:17]2[CH:22]=[CH:21][C:20]([CH3:23])=[C:19]([O:24][C:35]([C:34]([O:33][CH2:31][CH3:32])=[O:39])([CH3:37])[CH3:36])[CH:18]=2)[CH2:12]1)=[O:10])[C:2]1[CH:3]=[CH:4][CH:5]=[CH:6][CH:7]=1. The yield is 0.500.